This data is from Full USPTO retrosynthesis dataset with 1.9M reactions from patents (1976-2016). The task is: Predict the reactants needed to synthesize the given product. (1) Given the product [Br:1][C:2]1[CH:7]=[CH:6][CH:5]=[CH:4][C:3]=1[S:8]([C:9]1[CH:14]=[CH:13][C:12]([CH2:15][OH:16])=[CH:11][CH:10]=1)(=[O:22])=[O:19], predict the reactants needed to synthesize it. The reactants are: [Br:1][C:2]1[CH:7]=[CH:6][CH:5]=[CH:4][C:3]=1[S:8][C:9]1[CH:14]=[CH:13][C:12]([CH2:15][OH:16])=[CH:11][CH:10]=1.OO.[OH2:19].C(OCC)(=[O:22])C. (2) Given the product [Br:13][CH2:2][C:3]1[N:4]([CH3:11])[CH:5]=[C:6]([N+:8]([O-:10])=[O:9])[N:7]=1, predict the reactants needed to synthesize it. The reactants are: Cl[CH2:2][C:3]1[N:4]([CH3:11])[CH:5]=[C:6]([N+:8]([O-:10])=[O:9])[N:7]=1.[Li+].[Br-:13].